Dataset: Forward reaction prediction with 1.9M reactions from USPTO patents (1976-2016). Task: Predict the product of the given reaction. (1) Given the reactants [CH3:1][C:2]1([CH3:23])[C:11]2[C:6](=[CH:7][C:8]([N+:14]([O-])=O)=[C:9]([O:12][CH3:13])[CH:10]=2)[N:5]([C:17](=[O:22])[CH2:18][N:19]([CH3:21])[CH3:20])[CH2:4][CH2:3]1.CO.[H][H], predict the reaction product. The product is: [CH3:21][N:19]([CH2:18][C:17]([N:5]1[C:6]2[C:11](=[CH:10][C:9]([O:12][CH3:13])=[C:8]([NH2:14])[CH:7]=2)[C:2]([CH3:23])([CH3:1])[CH2:3][CH2:4]1)=[O:22])[CH3:20]. (2) Given the reactants [Br:1][C:2]1[CH:7]=[CH:6][C:5]([CH:8]([C:13]2[CH:18]=[CH:17][C:16]([F:19])=[CH:15][C:14]=2[CH3:20])[CH2:9][C:10](O)=[O:11])=[CH:4][CH:3]=1.Cl.[CH3:22][NH:23][O:24][CH3:25], predict the reaction product. The product is: [Br:1][C:2]1[CH:7]=[CH:6][C:5]([CH:8]([C:13]2[CH:18]=[CH:17][C:16]([F:19])=[CH:15][C:14]=2[CH3:20])[CH2:9][C:10]([N:23]([O:24][CH3:25])[CH3:22])=[O:11])=[CH:4][CH:3]=1.